The task is: Predict the reactants needed to synthesize the given product.. This data is from Full USPTO retrosynthesis dataset with 1.9M reactions from patents (1976-2016). (1) Given the product [CH2:7]([OH:8])[CH3:2].[Cl:1][C:2]1[CH:3]=[C:4]([C:12]2[N:16]=[C:15]([C:17]3[CH:22]=[CH:21][C:20]([C:23]([NH:26][CH2:27][CH2:28][C:29]([OH:31])=[O:30])([CH3:25])[CH3:24])=[CH:19][CH:18]=3)[O:14][N:13]=2)[CH:5]=[CH:6][C:7]=1[O:8][CH:9]([CH3:11])[CH3:10], predict the reactants needed to synthesize it. The reactants are: [Cl:1][C:2]1[CH:3]=[C:4]([C:12]2[N:16]=[C:15]([C:17]3[CH:22]=[CH:21][C:20]([C:23]([NH:26][CH2:27][CH2:28][C:29]([OH:31])=[O:30])([CH3:25])[CH3:24])=[CH:19][CH:18]=3)[O:14][N:13]=2)[CH:5]=[CH:6][C:7]=1[O:8][CH:9]([CH3:11])[CH3:10]. (2) Given the product [F:21][C:20]([F:23])([F:22])[C:84]([OH:85])=[O:31].[Cl:1][C:2]1[CH:3]=[CH:4][C:5]([N:15]2[CH:19]=[C:18]([C:20]([F:21])([F:23])[F:22])[N:17]=[N:16]2)=[C:6]([C:8]2[N:13]=[CH:12][N:11]([C@@H:60]3[C:76]4[CH:77]=[C:72]([CH:73]=[CH:74][N:75]=4)[C:71]4[N:70]([CH3:78])[N:69]=[CH:68][C:67]=4[NH:66][C:65](=[O:79])[C@H:64]([CH3:80])[CH2:63][CH2:62][CH2:61]3)[C:10](=[O:14])[CH:9]=2)[CH:7]=1, predict the reactants needed to synthesize it. The reactants are: [Cl:1][C:2]1[CH:3]=[CH:4][C:5]([N:15]2[CH:19]=[C:18]([C:20]([F:23])([F:22])[F:21])[N:17]=[N:16]2)=[C:6]([C:8]2[N:13]=[CH:12][N:11]=[C:10]([OH:14])[CH:9]=2)[CH:7]=1.CN(C([O:31]N1N=NC2C=CC=NC1=2)=[N+](C)C)C.F[P-](F)(F)(F)(F)F.C1CCN2C(=NCCC2)CC1.N[C@@H:60]1[C:76]2[CH:77]=[C:72]([CH:73]=[CH:74][N:75]=2)[C:71]2[N:70]([CH3:78])[N:69]=[CH:68][C:67]=2[NH:66][C:65](=[O:79])[C@H:64]([CH3:80])[CH2:63][CH2:62][CH2:61]1.CN([CH:84]=[O:85])C. (3) Given the product [CH:20]([C:2]1[CH:3]=[C:4]([OH:19])[C:5]2[CH:6]=[N:7][N:8]([C:11]3[CH:16]=[CH:15][C:14]([OH:17])=[C:13]([F:18])[CH:12]=3)[C:9]=2[CH:10]=1)=[CH2:21], predict the reactants needed to synthesize it. The reactants are: Br[C:2]1[CH:3]=[C:4]([OH:19])[C:5]2[CH:6]=[N:7][N:8]([C:11]3[CH:16]=[CH:15][C:14]([OH:17])=[C:13]([F:18])[CH:12]=3)[C:9]=2[CH:10]=1.[CH2:20](C([Sn])=C(CCCC)CCCC)[CH2:21]CC. (4) Given the product [Cl:1][C:2]1[N:10]=[C:9]2[C:5]([N:6]=[CH:7][N:8]2[CH:21]2[CH2:20][CH2:19][CH2:18][CH2:23][O:22]2)=[C:4]([NH:11][CH:12]2[CH2:17][CH2:16][CH2:15][CH2:14][CH2:13]2)[N:3]=1, predict the reactants needed to synthesize it. The reactants are: [Cl:1][C:2]1[N:10]=[C:9]2[C:5]([N:6]=[CH:7][NH:8]2)=[C:4]([NH:11][CH:12]2[CH2:17][CH2:16][CH2:15][CH2:14][CH2:13]2)[N:3]=1.[CH2:18]1[CH2:23][O:22][CH:21]=[CH:20][CH2:19]1.CC1C=CC(S(O)(=O)=O)=CC=1. (5) Given the product [NH2:7][C:8]([CH3:36])([CH2:33][CH2:34][CH3:35])[CH2:9][NH:10][C:11]([C:13]1[C:14]([CH3:32])=[N:15][N:16]2[C:21]([O:22][CH2:23][C:24]3[C:29]([F:30])=[CH:28][CH:27]=[CH:26][C:25]=3[F:31])=[CH:20][CH:19]=[CH:18][C:17]=12)=[O:12], predict the reactants needed to synthesize it. The reactants are: C(OC(=O)[NH:7][C:8]([CH3:36])([CH2:33][CH2:34][CH3:35])[CH2:9][NH:10][C:11]([C:13]1[C:14]([CH3:32])=[N:15][N:16]2[C:21]([O:22][CH2:23][C:24]3[C:29]([F:30])=[CH:28][CH:27]=[CH:26][C:25]=3[F:31])=[CH:20][CH:19]=[CH:18][C:17]=12)=[O:12])(C)(C)C.FC(F)(F)C(O)=O.